This data is from Catalyst prediction with 721,799 reactions and 888 catalyst types from USPTO. The task is: Predict which catalyst facilitates the given reaction. Reactant: [F:1][C:2]1[CH:3]=[C:4]([CH:53]=[C:54]([F:56])[CH:55]=1)[CH2:5][C:6]1[CH:7]=[C:8]2[C:12](=[CH:13][CH:14]=1)[N:11]([C:15]([C:28]1[CH:33]=[CH:32][CH:31]=[CH:30][CH:29]=1)([C:22]1[CH:27]=[CH:26][CH:25]=[CH:24][CH:23]=1)[C:16]1[CH:21]=[CH:20][CH:19]=[CH:18][CH:17]=1)[N:10]=[C:9]2[NH:34][C:35](=[O:52])[C:36]1[CH:41]=[CH:40][C:39]([N:42]2[CH2:47][CH2:46][N:45]([CH3:48])[CH2:44][CH2:43]2)=[CH:38][C:37]=1[N+:49]([O-])=O.C([O-])=O.[NH4+]. Product: [NH2:49][C:37]1[CH:38]=[C:39]([N:42]2[CH2:47][CH2:46][N:45]([CH3:48])[CH2:44][CH2:43]2)[CH:40]=[CH:41][C:36]=1[C:35]([NH:34][C:9]1[C:8]2[C:12](=[CH:13][CH:14]=[C:6]([CH2:5][C:4]3[CH:53]=[C:54]([F:56])[CH:55]=[C:2]([F:1])[CH:3]=3)[CH:7]=2)[N:11]([C:15]([C:28]2[CH:33]=[CH:32][CH:31]=[CH:30][CH:29]=2)([C:22]2[CH:27]=[CH:26][CH:25]=[CH:24][CH:23]=2)[C:16]2[CH:21]=[CH:20][CH:19]=[CH:18][CH:17]=2)[N:10]=1)=[O:52]. The catalyst class is: 19.